This data is from Forward reaction prediction with 1.9M reactions from USPTO patents (1976-2016). The task is: Predict the product of the given reaction. (1) Given the reactants [H-].[Li+].[O:3]=[C:4]1[C:9]([C:10]([OH:12])=[O:11])=[CH:8][CH:7]=[CH:6][NH:5]1.[Br-].[Li+].Cl[C:16]([F:21])([F:20])C([O-])=O.[Na+], predict the reaction product. The product is: [F:20][CH:16]([F:21])[N:5]1[CH:6]=[CH:7][CH:8]=[C:9]([C:10]([OH:12])=[O:11])[C:4]1=[O:3]. (2) The product is: [O:42]1[C:38]2[CH:37]=[CH:36][C:35]([C:2]3[CH:7]=[CH:6][C:5]([C:8]4[N:13]([CH2:14][C@@H:15]5[CH2:19][CH2:18][N:17]([C:20]([CH:22]6[CH2:23][CH2:24]6)=[O:21])[CH2:16]5)[C:12](=[O:25])[CH:11]=[C:10]([CH3:26])[N:9]=4)=[CH:4][CH:3]=3)=[CH:43][C:39]=2[CH:40]=[CH:41]1. Given the reactants Br[C:2]1[CH:7]=[CH:6][C:5]([C:8]2[N:13]([CH2:14][C@@H:15]3[CH2:19][CH2:18][N:17]([C:20]([CH:22]4[CH2:24][CH2:23]4)=[O:21])[CH2:16]3)[C:12](=[O:25])[CH:11]=[C:10]([CH3:26])[N:9]=2)=[CH:4][CH:3]=1.CC1(C)C(C)(C)OB([C:35]2[CH:36]=[CH:37][C:38]3[O:42][CH:41]=[CH:40][C:39]=3[CH:43]=2)O1.C([O-])([O-])=O.[K+].[K+].CO, predict the reaction product. (3) Given the reactants [Cl:1][C:2]1[CH:7]=[CH:6][CH:5]=[CH:4][C:3]=1[C@H:8]([O:10][C:11]1[CH:15]=[C:14]([N:16]2[C:24]3[CH:23]=[C:22]([CH2:25][OH:26])[N:21]=[CH:20][C:19]=3[N:18]=[CH:17]2)[S:13][C:12]=1[C:27]([NH2:29])=[O:28])[CH3:9].[CH3:30][S:31](Cl)(=[O:33])=[O:32].C(N(CC)CC)C, predict the reaction product. The product is: [CH3:30][S:31]([O:26][CH2:25][C:22]1[N:21]=[CH:20][C:19]2[N:18]=[CH:17][N:16]([C:14]3[S:13][C:12]([C:27](=[O:28])[NH2:29])=[C:11]([O:10][C@@H:8]([C:3]4[CH:4]=[CH:5][CH:6]=[CH:7][C:2]=4[Cl:1])[CH3:9])[CH:15]=3)[C:24]=2[CH:23]=1)(=[O:33])=[O:32]. (4) Given the reactants [CH2:1]([O:8][C:9]([N:11]([CH3:26])[C:12]1[CH:17]=[CH:16][CH:15]=[CH:14][C:13]=1[C:18]([F:25])([F:24])[C:19]([O:21]CC)=[O:20])=[O:10])[C:2]1[CH:7]=[CH:6][CH:5]=[CH:4][CH:3]=1.CO.O1CCCC1.O.[OH-].[Li+], predict the reaction product. The product is: [CH2:1]([O:8][C:9]([N:11]([CH3:26])[C:12]1[CH:17]=[CH:16][CH:15]=[CH:14][C:13]=1[C:18]([F:24])([F:25])[C:19]([OH:21])=[O:20])=[O:10])[C:2]1[CH:3]=[CH:4][CH:5]=[CH:6][CH:7]=1.